Dataset: Reaction yield outcomes from USPTO patents with 853,638 reactions. Task: Predict the reaction yield, written as a fraction of the theoretical maximum amount of product (1.0 means a 100% yield; for example, 0.34 means a 34% yield). (1) The reactants are [CH3:1][S:2]([CH2:5][CH2:6][NH2:7])(=[O:4])=[O:3].Cl[C:9]1[N:14]=[C:13]([C:15]2[S:19][C:18]([CH:20]([CH3:22])[CH3:21])=[N:17][C:16]=2[C:23]2[CH:24]=[C:25]([NH:29][S:30]([C:33]3[O:34][CH:35]=[CH:36][CH:37]=3)(=[O:32])=[O:31])[CH:26]=[CH:27][CH:28]=2)[CH:12]=[CH:11][N:10]=1.C(OCC)C. The catalyst is C(Cl)Cl.Cl. The product is [CH3:22][CH:20]([C:18]1[S:19][C:15]([C:13]2[CH:12]=[CH:11][N:10]=[C:9]([NH:7][CH2:6][CH2:5][S:2]([CH3:1])(=[O:4])=[O:3])[N:14]=2)=[C:16]([C:23]2[CH:24]=[C:25]([NH:29][S:30]([C:33]3[O:34][CH:35]=[CH:36][CH:37]=3)(=[O:32])=[O:31])[CH:26]=[CH:27][CH:28]=2)[N:17]=1)[CH3:21]. The yield is 0.200. (2) The reactants are C1N2CCN(CC2)C1.[CH2:9]([O:11][C:12]([C:14]1[C:15](=[O:25])[NH:16][C:17]2[C:22]([C:23]=1Cl)=[CH:21][CH:20]=[CH:19][N:18]=2)=[O:13])[CH3:10].[N:26]1([C:32]([C:34]2[S:35][CH:36]=[CH:37][CH:38]=2)=[O:33])[CH2:31][CH2:30][NH:29][CH2:28][CH2:27]1. The catalyst is CC(N(C)C)=O. The product is [CH2:9]([O:11][C:12]([C:14]1[C:15](=[O:25])[NH:16][C:17]2[C:22]([C:23]=1[N:29]1[CH2:30][CH2:31][N:26]([C:32]([C:34]3[S:35][CH:36]=[CH:37][CH:38]=3)=[O:33])[CH2:27][CH2:28]1)=[CH:21][CH:20]=[CH:19][N:18]=2)=[O:13])[CH3:10]. The yield is 0.390. (3) The catalyst is C1C=CC(/C=C/C(/C=C/C2C=CC=CC=2)=O)=CC=1.C1C=CC(/C=C/C(/C=C/C2C=CC=CC=2)=O)=CC=1.C1C=CC(/C=C/C(/C=C/C2C=CC=CC=2)=O)=CC=1.[Pd].[Pd].O1CCOCC1. The reactants are [CH3:1][N:2]1[CH2:7][CH2:6][N:5]2[N:8]=[C:9]([NH2:11])[CH:10]=[C:4]2[CH2:3]1.Br[C:13]1[C:14](=[O:21])[N:15]([CH3:20])[N:16]=[C:17]([Cl:19])[CH:18]=1.C(=O)([O-])[O-].[Cs+].[Cs+].CC1(C)C2C(=C(P(C3C=CC=CC=3)C3C=CC=CC=3)C=CC=2)OC2C(P(C3C=CC=CC=3)C3C=CC=CC=3)=CC=CC1=2. The yield is 0.600. The product is [Cl:19][C:17]1[CH:18]=[C:13]([NH:11][C:9]2[CH:10]=[C:4]3[CH2:3][N:2]([CH3:1])[CH2:7][CH2:6][N:5]3[N:8]=2)[C:14](=[O:21])[N:15]([CH3:20])[N:16]=1. (4) The reactants are [C:1]12([NH2:11])[CH2:10][CH:5]3[CH2:6][CH:7]([CH2:9][CH:3]([CH2:4]3)[CH2:2]1)[CH2:8]2.[OH:12][C:13]1[CH:20]=[C:19]([OH:21])[CH:18]=[C:17]([OH:22])[C:14]=1[CH:15]=O. The yield is 0.720. The product is [C:1]12([NH:11][CH2:15][C:14]3[C:13]([OH:12])=[CH:20][C:19]([OH:21])=[CH:18][C:17]=3[OH:22])[CH2:8][CH:7]3[CH2:6][CH:5]([CH2:4][CH:3]([CH2:9]3)[CH2:2]1)[CH2:10]2. No catalyst specified.